This data is from Catalyst prediction with 721,799 reactions and 888 catalyst types from USPTO. The task is: Predict which catalyst facilitates the given reaction. (1) Reactant: C[Si](C#CC1C=C2C(=CC=1)OC(C)(C)CC2(C)C)(C)C.C[Si]([C:25]#[C:26][C:27]1[CH:28]=[C:29]2[C:34](=[C:35]([CH:37]=[O:38])[CH:36]=1)[O:33][C:32]([CH3:40])([CH3:39])[CH2:31][C:30]2([CH3:42])[CH3:41])(C)C.C(=O)([O-])[O-].[K+].[K+]. Product: [C:26]([C:27]1[CH:28]=[C:29]2[C:34](=[C:35]([CH:37]=[O:38])[CH:36]=1)[O:33][C:32]([CH3:40])([CH3:39])[CH2:31][C:30]2([CH3:42])[CH3:41])#[CH:25]. The catalyst class is: 5. (2) Reactant: [C:1]([C:3]1[CH:8]=[C:7]([N+:9]([O-:11])=[O:10])[CH:6]=[CH:5][C:4]=1[S:12]([NH:15][C:16]1[CH:25]=[C:24]2[C:19]([C:20]([CH3:32])=[C:21]([CH2:27][C:28]([O:30]C)=[O:29])[C:22](=[O:26])[O:23]2)=[CH:18][CH:17]=1)(=[O:14])=[O:13])#[N:2].Cl. Product: [C:1]([C:3]1[CH:8]=[C:7]([N+:9]([O-:11])=[O:10])[CH:6]=[CH:5][C:4]=1[S:12]([NH:15][C:16]1[CH:25]=[C:24]2[C:19]([C:20]([CH3:32])=[C:21]([CH2:27][C:28]([OH:30])=[O:29])[C:22](=[O:26])[O:23]2)=[CH:18][CH:17]=1)(=[O:14])=[O:13])#[N:2]. The catalyst class is: 20. (3) Reactant: N[C:2]1[CH:3]=[C:4]([N:8]2[C:12]3=[N:13][CH:14]=[N:15][C:16]([NH2:17])=[C:11]3[CH:10]=[N:9]2)[CH:5]=[CH:6][CH:7]=1.[C:18]([OH:23])(=O)[CH2:19][CH2:20][CH3:21].Cl.C[N:26](C)CCCN=C=NCC.ON1C2C=CC=CC=2N=N1. Product: [NH2:17][C:16]1[N:15]=[CH:14][N:13]=[C:12]2[N:8]([C:4]3[CH:3]=[C:2]([CH:19]([CH2:20][CH3:21])[C:18]([NH2:26])=[O:23])[CH:7]=[CH:6][CH:5]=3)[N:9]=[CH:10][C:11]=12. The catalyst class is: 121.